Predict which catalyst facilitates the given reaction. From a dataset of Catalyst prediction with 721,799 reactions and 888 catalyst types from USPTO. (1) Reactant: ClC(Cl)(Cl)CO[C:5](=[O:15])[NH:6][C:7]1[CH:12]=[CH:11][CH:10]=[C:9]([Cl:13])[C:8]=1[Cl:14].[NH2:18][C:19]1[CH:23]=[C:22]([C:24]([CH3:27])([CH3:26])[CH3:25])[NH:21][N:20]=1.O. Product: [C:24]([C:22]1[CH:23]=[C:19]([NH:18][C:5]([NH:6][C:7]2[CH:12]=[CH:11][CH:10]=[C:9]([Cl:13])[C:8]=2[Cl:14])=[O:15])[NH:20][N:21]=1)([CH3:27])([CH3:26])[CH3:25]. The catalyst class is: 3. (2) Reactant: [I:1][C:2]1[C:7]([NH2:8])=[C:6](I)[N:5]=[CH:4][N:3]=1.[C:10]1([OH:16])[CH:15]=[CH:14][CH:13]=[CH:12][CH:11]=1.C(=O)([O-])[O-].[K+].[K+]. Product: [I:1][C:2]1[C:7]([NH2:8])=[C:6]([O:16][C:10]2[CH:15]=[CH:14][CH:13]=[CH:12][CH:11]=2)[N:5]=[CH:4][N:3]=1. The catalyst class is: 435. (3) Reactant: [C:1]1([CH3:8])[CH:6]=[CH:5][CH:4]=[C:3]([NH2:7])[CH:2]=1.C([O-])([O-])=O.[K+].[K+].N[C@H](C(O)=O)CC1C=C2C(C=CC=C2)=CC=1.[Cl:31][CH2:32][CH2:33][CH2:34][N:35]1[CH2:45][CH2:44][C:43]2[C:46]3[CH:36]1[CH2:37][CH2:38][C:39]=3[CH:40]=[CH:41][CH:42]=2. Product: [ClH:31].[ClH:31].[CH2:38]1[C:39]2=[C:46]3[C:43](=[CH:42][CH:41]=[CH:40]2)[CH2:44][CH2:45][N:35]([CH2:34][CH2:33][CH2:32][NH:7][C:3]2[CH:2]=[C:1]([CH3:8])[CH:6]=[CH:5][CH:4]=2)[CH:36]3[CH2:37]1. The catalyst class is: 3.